Dataset: Full USPTO retrosynthesis dataset with 1.9M reactions from patents (1976-2016). Task: Predict the reactants needed to synthesize the given product. (1) Given the product [CH:20]1([C:26]2[CH:27]=[CH:28][C:29]([O:33][CH3:34])=[C:30]([NH:31][C:2]3[C:3](=[O:19])[N:4]([CH2:15][CH2:16][O:17][CH3:18])[S:5](=[O:14])(=[O:13])[C:6]=3[C:7]3[CH:12]=[CH:11][CH:10]=[CH:9][CH:8]=3)[CH:32]=2)[CH2:21][CH2:22][CH2:23][CH2:24][CH2:25]1, predict the reactants needed to synthesize it. The reactants are: Cl[C:2]1[C:3](=[O:19])[N:4]([CH2:15][CH2:16][O:17][CH3:18])[S:5](=[O:14])(=[O:13])[C:6]=1[C:7]1[CH:12]=[CH:11][CH:10]=[CH:9][CH:8]=1.[CH:20]1([C:26]2[CH:27]=[CH:28][C:29]([O:33][CH3:34])=[C:30]([CH:32]=2)[NH2:31])[CH2:25][CH2:24][CH2:23][CH2:22][CH2:21]1. (2) Given the product [C:33]([C:37]1[CH:38]=[C:39]([CH3:22])[CH:40]([C:42]([C:10]2[C:9]3[CH2:8][C:7]4[C:15](=[CH:16][CH:17]=[C:5]([C:1]([CH3:4])([CH3:3])[CH3:2])[CH:6]=4)[C:14]=3[CH:13]=[CH:12][C:11]=2[C:18]([CH3:21])([CH3:20])[CH3:19])([CH3:44])[CH3:43])[CH:41]=1)([CH3:36])([CH3:35])[CH3:34], predict the reactants needed to synthesize it. The reactants are: [C:1]([C:5]1[CH:17]=[CH:16][C:15]2[C:14]3[C:9](=[CH:10][C:11]([C:18]([CH3:21])([CH3:20])[CH3:19])=[CH:12][CH:13]=3)[CH2:8][C:7]=2[CH:6]=1)([CH3:4])([CH3:3])[CH3:2].[CH3:22]CCCCC.C([Li])CCC.[C:33]([C:37]1[CH:38]=[CH:39][C:40](=[C:42]([CH3:44])[CH3:43])[CH:41]=1)([CH3:36])([CH3:35])[CH3:34]. (3) Given the product [Cl:3][C:4]1[CH:5]=[C:6]([CH:9]=[CH:10][C:11]=1[CH:12]1[C:21]2[C:20](=[O:22])[CH2:19][CH2:18][CH2:17][C:16]=2[N:15]([C:23]2[CH:28]=[CH:27][CH:26]=[C:25]([C:29]([F:31])([F:32])[F:30])[CH:24]=2)[C:14](=[O:33])[N:13]1[S:35]([CH3:34])(=[O:37])=[O:36])[C:7]#[N:8], predict the reactants needed to synthesize it. The reactants are: [H-].[Na+].[Cl:3][C:4]1[CH:5]=[C:6]([CH:9]=[CH:10][C:11]=1[CH:12]1[C:21]2[C:20](=[O:22])[CH2:19][CH2:18][CH2:17][C:16]=2[N:15]([C:23]2[CH:28]=[CH:27][CH:26]=[C:25]([C:29]([F:32])([F:31])[F:30])[CH:24]=2)[C:14](=[O:33])[NH:13]1)[C:7]#[N:8].[CH3:34][S:35](Cl)(=[O:37])=[O:36].O. (4) Given the product [OH:1][C:2]1[CH:15]=[C:14]2[C:5]([C@@:6]3([CH3:17])[C@@H:11]([CH2:12][CH2:13]2)[CH2:10][C:9](=[O:16])[CH2:8][CH2:7]3)=[CH:4][CH:3]=1, predict the reactants needed to synthesize it. The reactants are: [OH:1][C:2]1[CH:15]=[C:14]2[C:5]([C:6]3([CH3:17])[C:11]([CH2:12][CH2:13]2)=[CH:10][C:9](=[O:16])[CH2:8][CH2:7]3)=[CH:4][CH:3]=1.